From a dataset of Catalyst prediction with 721,799 reactions and 888 catalyst types from USPTO. Predict which catalyst facilitates the given reaction. (1) The catalyst class is: 3. Reactant: [CH3:1][N:2]1[CH2:15][CH2:14][C:5]2[NH:6][C:7]3[CH:8]=[CH:9][C:10]([CH3:13])=[CH:11][C:12]=3[C:4]=2[CH2:3]1.[H-].[Na+].[CH3:18][C:19]1([C:22]2[CH:23]=[N:24][CH:25]=[CH:26][CH:27]=2)[CH2:21][O:20]1. Product: [CH3:1][N:2]1[CH2:15][CH2:14][C:5]2[N:6]([CH2:18][C:19]([C:22]3[CH:23]=[N:24][CH:25]=[CH:26][CH:27]=3)([OH:20])[CH3:21])[C:7]3[CH:8]=[CH:9][C:10]([CH3:13])=[CH:11][C:12]=3[C:4]=2[CH2:3]1. (2) Reactant: Cl.[CH:2]1([C:6]2[C:14]3[C:9](=[CH:10][C:11]([OH:15])=[CH:12][CH:13]=3)[NH:8][N:7]=2)[CH2:5][CH2:4][CH2:3]1.N1C=CN=C1.[CH3:21][C:22]([Si:25](Cl)([C:32]1[CH:37]=[CH:36][CH:35]=[CH:34][CH:33]=1)[C:26]1[CH:31]=[CH:30][CH:29]=[CH:28][CH:27]=1)([CH3:24])[CH3:23].O. Product: [Si:25]([O:15][C:11]1[CH:10]=[C:9]2[C:14]([C:6]([CH:2]3[CH2:3][CH2:4][CH2:5]3)=[N:7][NH:8]2)=[CH:13][CH:12]=1)([C:22]([CH3:24])([CH3:23])[CH3:21])([C:32]1[CH:33]=[CH:34][CH:35]=[CH:36][CH:37]=1)[C:26]1[CH:31]=[CH:30][CH:29]=[CH:28][CH:27]=1. The catalyst class is: 39. (3) Reactant: [O:1]=[C:2]1[NH:11][C:10]2[N:9]=[C:8]([CH2:12][N:13]([CH:21]3[CH2:26][CH2:25][N:24]([C:27](=[O:32])[C:28]([F:31])([F:30])[F:29])[CH2:23][CH2:22]3)[C:14](=[O:20])[O:15][C:16]([CH3:19])([CH3:18])[CH3:17])[CH:7]=[CH:6][C:5]=2[CH:4]=[CH:3]1. Product: [O:1]=[C:2]1[NH:11][C:10]2[N:9]=[C:8]([CH2:12][N:13]([CH:21]3[CH2:26][CH2:25][N:24]([C:27](=[O:32])[C:28]([F:30])([F:31])[F:29])[CH2:23][CH2:22]3)[C:14](=[O:20])[O:15][C:16]([CH3:19])([CH3:18])[CH3:17])[CH:7]=[CH:6][C:5]=2[CH2:4][CH2:3]1. The catalyst class is: 129. (4) Reactant: [Cl:1][C:2]1[CH:3]=[C:4]([C:8]2[N:9]=[C:10]([N:16]3[C:20]4[CH:21]=[C:22]([O:25][CH2:26][CH:27]5[CH2:29][O:28]5)[CH:23]=[CH:24][C:19]=4[N:18]=[CH:17]3)[S:11][C:12]=2[C:13]([NH2:15])=[O:14])[CH:5]=[CH:6][CH:7]=1.C(=O)([O-])[O-].[K+].[K+].[CH3:36][N:37]1[CH2:42][CH2:41][NH:40][CH2:39][CH2:38]1. Product: [Cl:1][C:2]1[CH:3]=[C:4]([C:8]2[N:9]=[C:10]([N:16]3[C:20]4[CH:21]=[C:22]([O:25][CH2:26][CH:27]([OH:28])[CH2:29][N:40]5[CH2:41][CH2:42][N:37]([CH3:36])[CH2:38][CH2:39]5)[CH:23]=[CH:24][C:19]=4[N:18]=[CH:17]3)[S:11][C:12]=2[C:13]([NH2:15])=[O:14])[CH:5]=[CH:6][CH:7]=1. The catalyst class is: 9. (5) Reactant: [C:1]([C:5]1[CH:36]=[CH:35][C:8]([CH2:9][N:10]2[C:14](=[O:15])[N:13]([CH2:16][CH3:17])[C:12]([CH2:18][CH2:19][CH2:20][C:21]3[CH:26]=[CH:25][C:24]([C:27]4[O:28][CH:29]=[C:30](C(O)=O)[N:31]=4)=[CH:23][CH:22]=3)=[N:11]2)=[CH:7][CH:6]=1)([CH3:4])([CH3:3])[CH3:2].C([N:39]([CH2:42]C)CC)C.C1(P(N=[N+]=[N-])(C2C=CC=CC=2)=[O:51])C=CC=CC=1.[C:61]([OH:65])([CH3:64])([CH3:63])[CH3:62]. Product: [C:1]([C:5]1[CH:36]=[CH:35][C:8]([CH2:9][N:10]2[C:14](=[O:15])[N:13]([CH2:16][CH3:17])[C:12]([CH2:18][CH2:19][CH2:20][C:21]3[CH:26]=[CH:25][C:24]([C:27]4[O:28][CH:29]=[C:30]([NH:39][C:42](=[O:51])[O:65][C:61]([CH3:64])([CH3:63])[CH3:62])[N:31]=4)=[CH:23][CH:22]=3)=[N:11]2)=[CH:7][CH:6]=1)([CH3:2])([CH3:3])[CH3:4]. The catalyst class is: 69. (6) Reactant: [H-].[Na+].[I:3][C:4]1[CH:5]=[C:6]([CH:9]=[CH:10][C:11]=1[CH3:12])[CH2:7][OH:8].Br[CH2:14][C:15]([O:17][C:18]([CH3:21])([CH3:20])[CH3:19])=[O:16]. Product: [C:18]([O:17][C:15](=[O:16])[CH2:14][O:8][CH2:7][C:6]1[CH:9]=[CH:10][C:11]([CH3:12])=[C:4]([I:3])[CH:5]=1)([CH3:21])([CH3:20])[CH3:19]. The catalyst class is: 3. (7) Reactant: [OH-].[Na+].C(O)C.[F:6][C:7]1[CH:32]=[CH:31][C:10]([NH:11][C:12]2[CH:21]=[C:20]([CH2:22][CH2:23][CH2:24][C:25]3[CH:30]=[CH:29][CH:28]=[CH:27][CH:26]=3)[CH:19]=[CH:18][C:13]=2[C:14]([O:16]C)=[O:15])=[CH:9][CH:8]=1.Cl. Product: [F:6][C:7]1[CH:32]=[CH:31][C:10]([NH:11][C:12]2[CH:21]=[C:20]([CH2:22][CH2:23][CH2:24][C:25]3[CH:26]=[CH:27][CH:28]=[CH:29][CH:30]=3)[CH:19]=[CH:18][C:13]=2[C:14]([OH:16])=[O:15])=[CH:9][CH:8]=1. The catalyst class is: 13. (8) Reactant: [C:1]([O:4][CH2:5][CH2:6][C:7]1[S:8][CH:9]=[C:10]([CH2:12][CH2:13][OH:14])[CH:11]=1)(=[O:3])[CH3:2].C(N(CC)CC)C.[CH3:22][S:23](Cl)(=[O:25])=[O:24]. Product: [C:1]([O:4][CH2:5][CH2:6][C:7]1[S:8][CH:9]=[C:10]([CH2:12][CH2:13][O:14][S:23]([CH3:22])(=[O:25])=[O:24])[CH:11]=1)(=[O:3])[CH3:2]. The catalyst class is: 2.